From a dataset of Reaction yield outcomes from USPTO patents with 853,638 reactions. Predict the reaction yield, written as a fraction of the theoretical maximum amount of product (1.0 means a 100% yield; for example, 0.34 means a 34% yield). The reactants are F[C:2]1[CH:8]=[C:7]([C:9]#[C:10][Si](C)(C)C)[CH:6]=[CH:5][C:3]=1[NH2:4].[C:15]([S-:20])(=[S:19])OCC.[K+].O.Cl. The catalyst is CN(C=O)C. The product is [C:9]([C:7]1[CH:6]=[CH:5][C:3]2[N:4]=[C:15]([SH:20])[S:19][C:2]=2[CH:8]=1)#[CH:10]. The yield is 0.990.